This data is from Forward reaction prediction with 1.9M reactions from USPTO patents (1976-2016). The task is: Predict the product of the given reaction. (1) Given the reactants Br[C:2]1[N:28]=[C:5]2[CH:6]=[CH:7][C:8]([CH2:10][O:11][C:12]3[CH:17]=[CH:16][C:15]([C@@H:18]([C:25]#[C:26][CH3:27])[CH2:19][C:20]([O:22][CH2:23][CH3:24])=[O:21])=[CH:14][CH:13]=3)=[CH:9][N:4]2[N:3]=1.[OH:29][C:30]1[CH:35]=[CH:34][C:33](B(O)O)=[CH:32][CH:31]=1.C([O-])([O-])=O.[K+].[K+], predict the reaction product. The product is: [CH2:23]([O:22][C:20](=[O:21])[CH2:19][C@@H:18]([C:15]1[CH:16]=[CH:17][C:12]([O:11][CH2:10][C:8]2[CH:7]=[CH:6][C:5]3[N:4]([N:3]=[C:2]([C:33]4[CH:34]=[CH:35][C:30]([OH:29])=[CH:31][CH:32]=4)[N:28]=3)[CH:9]=2)=[CH:13][CH:14]=1)[C:25]#[C:26][CH3:27])[CH3:24]. (2) Given the reactants [F:1][C:2]1[CH:7]=[CH:6][C:5]([C:8]2[C:16]([C:17]([N:19](C)[C:20](=O)OC(C)(C)C)=[O:18])=[C:15]3[N:10]([N:11]=[CH:12][C:13]([C:28]4[CH:33]=[C:32]([C:34](=[O:45])[NH:35][C:36]5([C:39]6[CH:44]=[CH:43][CH:42]=[CH:41][CH:40]=6)[CH2:38][CH2:37]5)[CH:31]=[CH:30][C:29]=4[CH3:46])=[CH:14]3)[N:9]=2)=[CH:4][CH:3]=1.[C:47]([OH:53])([C:49](F)(F)F)=[O:48], predict the reaction product. The product is: [C:47]([O-:53])(=[O:48])[CH3:49].[NH4+:9].[F:1][C:2]1[CH:7]=[CH:6][C:5]([C:8]2[C:16]([C:17]([NH:19][CH3:20])=[O:18])=[C:15]3[N:10]([N:11]=[CH:12][C:13]([C:28]4[CH:33]=[C:32]([C:34](=[O:45])[NH:35][C:36]5([C:39]6[CH:40]=[CH:41][CH:42]=[CH:43][CH:44]=6)[CH2:38][CH2:37]5)[CH:31]=[CH:30][C:29]=4[CH3:46])=[CH:14]3)[N:9]=2)=[CH:4][CH:3]=1. (3) Given the reactants Cl.[CH3:2][O:3][C:4]([C:6]1[CH:7]=[N:8][C:9]([NH2:19])=[C:10]([O:12][C@@H:13]2[C@@H:17]([CH3:18])[CH2:16][NH:15][CH2:14]2)[CH:11]=1)=[O:5].[F:20][C:21]([F:34])([F:33])[O:22][C:23]1[CH:28]=[CH:27][C:26]([CH2:29][C:30](O)=[O:31])=[CH:25][CH:24]=1, predict the reaction product. The product is: [NH2:19][C:9]1[N:8]=[CH:7][C:6]([C:4]([O:3][CH3:2])=[O:5])=[CH:11][C:10]=1[O:12][C@@H:13]1[C@@H:17]([CH3:18])[CH2:16][N:15]([C:30](=[O:31])[CH2:29][C:26]2[CH:27]=[CH:28][C:23]([O:22][C:21]([F:33])([F:20])[F:34])=[CH:24][CH:25]=2)[CH2:14]1. (4) Given the reactants [CH:1]([C:3]1[S:7][C:6]([C:8]2[CH:13]=[CH:12][C:11]([CH2:14][CH2:15][C:16]3([NH:24][C:25](=[O:27])[CH3:26])[CH2:21][O:20][C:19]([CH3:23])([CH3:22])[O:18][CH2:17]3)=[CH:10][CH:9]=2)=[CH:5][CH:4]=1)=[O:2].[C:28]1([CH3:36])[CH:33]=[CH:32][C:31]([Mg]Br)=[CH:30][CH:29]=1.[Cl-].[NH4+], predict the reaction product. The product is: [OH:2][CH:1]([C:31]1[CH:32]=[CH:33][C:28]([CH3:36])=[CH:29][CH:30]=1)[C:3]1[S:7][C:6]([C:8]2[CH:9]=[CH:10][C:11]([CH2:14][CH2:15][C:16]3([NH:24][C:25](=[O:27])[CH3:26])[CH2:17][O:18][C:19]([CH3:22])([CH3:23])[O:20][CH2:21]3)=[CH:12][CH:13]=2)=[CH:5][CH:4]=1. (5) Given the reactants I[C:2]1[C:3]([CH3:14])=[N:4][N:5]([C@H:7]2[CH2:12][CH2:11][C@H:10]([OH:13])[CH2:9][CH2:8]2)[CH:6]=1.C1COCC1.C([Mg]Cl)(C)C.CO[B:27]1[O:31][C:30]([CH3:33])([CH3:32])[C:29]([CH3:35])([CH3:34])[O:28]1, predict the reaction product. The product is: [CH3:14][C:3]1[C:2]([B:27]2[O:31][C:30]([CH3:33])([CH3:32])[C:29]([CH3:35])([CH3:34])[O:28]2)=[CH:6][N:5]([C@H:7]2[CH2:12][CH2:11][C@H:10]([OH:13])[CH2:9][CH2:8]2)[N:4]=1. (6) Given the reactants C[N:2]1[C:7](=[O:8])[CH:6]=[C:5]([N:9]2[CH2:14][CH2:13][O:12][CH2:11][CH2:10]2)[N:4]=[C:3]1[CH2:15][C:16]([O-:18])=O.[Na+].[F:20][C:21]1[CH:29]=[CH:28][CH:27]=[C:26]2[C:22]=1[CH2:23][CH:24]([CH3:30])[NH:25]2.Cl.CN(C)CCCN=C=NCC, predict the reaction product. The product is: [F:20][C:21]1[CH:29]=[CH:28][CH:27]=[C:26]2[C:22]=1[CH2:23][CH:24]([CH3:30])[N:25]2[C:16](=[O:18])[CH2:15][C:3]1[NH:2][C:7](=[O:8])[CH:6]=[C:5]([N:9]2[CH2:10][CH2:11][O:12][CH2:13][CH2:14]2)[N:4]=1.